Dataset: NCI-60 drug combinations with 297,098 pairs across 59 cell lines. Task: Regression. Given two drug SMILES strings and cell line genomic features, predict the synergy score measuring deviation from expected non-interaction effect. Drug 1: CC1CCC2CC(C(=CC=CC=CC(CC(C(=O)C(C(C(=CC(C(=O)CC(OC(=O)C3CCCCN3C(=O)C(=O)C1(O2)O)C(C)CC4CCC(C(C4)OC)O)C)C)O)OC)C)C)C)OC. Drug 2: C1=CN(C=N1)CC(O)(P(=O)(O)O)P(=O)(O)O. Cell line: COLO 205. Synergy scores: CSS=5.22, Synergy_ZIP=2.33, Synergy_Bliss=10.2, Synergy_Loewe=11.5, Synergy_HSA=7.97.